From a dataset of Catalyst prediction with 721,799 reactions and 888 catalyst types from USPTO. Predict which catalyst facilitates the given reaction. (1) Reactant: [OH:1][C:2]1[C:7]([C:8]([OH:10])=O)=[CH:6][N:5]=[C:4]([C:11]2[CH:16]=[CH:15][CH:14]=[CH:13][N:12]=2)[N:3]=1.CCN(CC)CC.C1N=CN(C(N2C=NC=C2)=O)C=1.Cl.[NH2:37][CH:38]([C:48]1[CH:53]=[CH:52][C:51]([O:54][CH3:55])=[CH:50][CH:49]=1)[C:39]1[CH:44]=[CH:43][C:42]([PH:45](=[O:47])[OH:46])=[CH:41][CH:40]=1. Product: [OH:1][C:2]1[C:7]([C:8]([NH:37][CH:38]([C:48]2[CH:53]=[CH:52][C:51]([O:54][CH3:55])=[CH:50][CH:49]=2)[C:39]2[CH:44]=[CH:43][C:42]([PH:45](=[O:46])[OH:47])=[CH:41][CH:40]=2)=[O:10])=[CH:6][N:5]=[C:4]([C:11]2[CH:16]=[CH:15][CH:14]=[CH:13][N:12]=2)[N:3]=1. The catalyst class is: 10. (2) Reactant: [CH2:1]([OH:7])[C@@H:2]1[O:6][CH2:5][CH2:4][CH2:3]1.C(Cl)Cl.[C:11]1([CH3:21])[CH:16]=[CH:15][C:14]([S:17](Cl)(=[O:19])=[O:18])=[CH:13][CH:12]=1. Product: [CH3:21][C:11]1[CH:16]=[CH:15][C:14]([S:17]([O:7][CH2:1][C@H:2]2[CH2:3][CH2:4][CH2:5][O:6]2)(=[O:19])=[O:18])=[CH:13][CH:12]=1. The catalyst class is: 17. (3) Reactant: [CH3:1][N:2]([CH3:6])[CH2:3][CH2:4][OH:5].[CH3:7][O:8][C:9]1[CH:14]=[CH:13][C:12]([B:15]([CH:17]([O:24][CH:25]([B:32]([C:34]2[CH:39]=[CH:38][C:37]([O:40][CH3:41])=[CH:36][CH:35]=2)[OH:33])[C:26]2[CH:31]=[CH:30][CH:29]=[CH:28][CH:27]=2)[C:18]2[CH:23]=[CH:22][CH:21]=[CH:20][CH:19]=2)O)=[CH:11][CH:10]=1. Product: [CH3:7][O:8][C:9]1[CH:14]=[CH:13][C:12]([B:15]([CH:17]([O:24][CH:25]([B:32]([C:34]2[CH:35]=[CH:36][C:37]([O:40][CH3:41])=[CH:38][CH:39]=2)[O:33][CH2:4][CH2:3][N:2]([CH3:6])[CH3:1])[C:26]2[CH:31]=[CH:30][CH:29]=[CH:28][CH:27]=2)[C:18]2[CH:23]=[CH:22][CH:21]=[CH:20][CH:19]=2)[O:5][CH2:4][CH2:3][N:2]([CH3:6])[CH3:1])=[CH:11][CH:10]=1. The catalyst class is: 8. (4) Reactant: [Li+].[Cl-].Br[C:4]1[CH:9]=[CH:8][CH:7]=[CH:6][C:5]=1[Br:10].C([Cu])#N.[C:14](Cl)(=[O:21])[C:15]1[CH:20]=[CH:19][CH:18]=[CH:17][CH:16]=1. The catalyst class is: 1. Product: [Br:10][C:5]1[CH:6]=[CH:7][CH:8]=[CH:9][C:4]=1[C:14]([C:15]1[CH:20]=[CH:19][CH:18]=[CH:17][CH:16]=1)=[O:21]. (5) Reactant: [C:1]([N:4]1[CH2:9][CH2:8][C:7]([F:23])([CH:10]([O:15][Si](CC)(CC)CC)[C:11]([F:14])([F:13])[F:12])[CH2:6][CH2:5]1)(=[O:3])[CH3:2].[F-].C([N+](CCCC)(CCCC)CCCC)CCC.O.C(OCC)(=O)C. Product: [C:1]([N:4]1[CH2:5][CH2:6][C:7]([F:23])([CH:10]([OH:15])[C:11]([F:13])([F:12])[F:14])[CH2:8][CH2:9]1)(=[O:3])[CH3:2]. The catalyst class is: 7. (6) Reactant: [N+:1]([C:4]1[CH:5]=[C:6]([N:10]2[CH2:14][CH2:13][CH2:12][C:11]2=[O:15])[CH:7]=[CH:8][CH:9]=1)([O-])=O. Product: [NH2:1][C:4]1[CH:5]=[C:6]([N:10]2[CH2:14][CH2:13][CH2:12][C:11]2=[O:15])[CH:7]=[CH:8][CH:9]=1. The catalyst class is: 45. (7) Reactant: [CH:1]([CH:3]=O)=O.[NH2:5][CH2:6][CH2:7][NH:8][CH2:9][CH2:10][NH:11][CH2:12][CH2:13][NH2:14].N1[C:19]2C=CC=C[C:18]=2N=N1.[BH4-].[Na+]. Product: [CH2:10]1[N:11]2[CH:19]3[CH:18]4[N:14]([CH2:1][CH2:3][N:5]4[CH2:6][CH2:7][N:8]3[CH2:9]1)[CH2:13][CH2:12]2. The catalyst class is: 24.